From a dataset of Peptide-MHC class I binding affinity with 185,985 pairs from IEDB/IMGT. Regression. Given a peptide amino acid sequence and an MHC pseudo amino acid sequence, predict their binding affinity value. This is MHC class I binding data. (1) The peptide sequence is ELRHYSDSV. The MHC is HLA-A02:01 with pseudo-sequence HLA-A02:01. The binding affinity (normalized) is 0. (2) The peptide sequence is MRMLWMANY. The MHC is HLA-B53:01 with pseudo-sequence HLA-B53:01. The binding affinity (normalized) is 0.213. (3) The peptide sequence is YQRALHTSI. The MHC is HLA-A68:02 with pseudo-sequence HLA-A68:02. The binding affinity (normalized) is 0.0847. (4) The peptide sequence is RLQMAGVEV. The MHC is HLA-A02:03 with pseudo-sequence HLA-A02:03. The binding affinity (normalized) is 0.420. (5) The binding affinity (normalized) is 0.0669. The peptide sequence is AGSYRDWSY. The MHC is HLA-A24:02 with pseudo-sequence HLA-A24:02.